Dataset: NCI-60 drug combinations with 297,098 pairs across 59 cell lines. Task: Regression. Given two drug SMILES strings and cell line genomic features, predict the synergy score measuring deviation from expected non-interaction effect. (1) Drug 1: COC1=CC(=CC(=C1O)OC)C2C3C(COC3=O)C(C4=CC5=C(C=C24)OCO5)OC6C(C(C7C(O6)COC(O7)C8=CC=CS8)O)O. Drug 2: CC=C1C(=O)NC(C(=O)OC2CC(=O)NC(C(=O)NC(CSSCCC=C2)C(=O)N1)C(C)C)C(C)C. Cell line: U251. Synergy scores: CSS=86.7, Synergy_ZIP=1.60, Synergy_Bliss=1.86, Synergy_Loewe=1.58, Synergy_HSA=4.67. (2) Drug 1: C1=CC(=CC=C1C#N)C(C2=CC=C(C=C2)C#N)N3C=NC=N3. Drug 2: CN(CC1=CN=C2C(=N1)C(=NC(=N2)N)N)C3=CC=C(C=C3)C(=O)NC(CCC(=O)O)C(=O)O. Cell line: OVCAR-8. Synergy scores: CSS=76.3, Synergy_ZIP=31.9, Synergy_Bliss=29.2, Synergy_Loewe=7.03, Synergy_HSA=28.6. (3) Drug 1: CC(CN1CC(=O)NC(=O)C1)N2CC(=O)NC(=O)C2. Drug 2: C1=NNC2=C1C(=O)NC=N2. Cell line: PC-3. Synergy scores: CSS=20.7, Synergy_ZIP=-2.28, Synergy_Bliss=1.69, Synergy_Loewe=-3.53, Synergy_HSA=1.86. (4) Drug 1: C1CCC(CC1)NC(=O)N(CCCl)N=O. Drug 2: C1=NC2=C(N1)C(=S)N=CN2. Cell line: SK-MEL-5. Synergy scores: CSS=17.8, Synergy_ZIP=-7.97, Synergy_Bliss=-4.32, Synergy_Loewe=-17.4, Synergy_HSA=-6.17.